The task is: Predict the product of the given reaction.. This data is from Forward reaction prediction with 1.9M reactions from USPTO patents (1976-2016). (1) Given the reactants [CH2:1]([Li])[CH2:2][CH2:3][CH3:4].[CH2:6]([NH:10][CH2:11][CH2:12][CH2:13][CH3:14])[CH2:7][CH2:8][CH3:9].[NH2-:15].[Li+].I[SiH2:18]I.[CH3:20][CH2:21][CH2:22][CH2:23]C, predict the reaction product. The product is: [CH2:1]([N:15]([SiH2:18][N:10]([CH2:11][CH2:12][CH2:13][CH3:14])[CH2:6][CH2:7][CH2:8][CH3:9])[CH2:20][CH2:21][CH2:22][CH3:23])[CH2:2][CH2:3][CH3:4]. (2) The product is: [F:23][C:22]1[C:5]([OH:4])=[CH:6][C:7]2[N:12]([CH:13]([CH3:19])[C:14]([O:16][CH2:17][CH3:18])=[O:15])[C:11](=[O:20])[CH2:10][O:9][C:8]=2[CH:21]=1. Given the reactants C([O:4][C:5]1[C:22]([F:23])=[CH:21][C:8]2[O:9][CH2:10][C:11](=[O:20])[N:12]([CH:13]([CH3:19])[C:14]([O:16][CH2:17][CH3:18])=[O:15])[C:7]=2[CH:6]=1)(=O)C.N1CCOCC1, predict the reaction product. (3) Given the reactants [Cl:1][C:2]1[CH:7]=[CH:6][CH:5]=[CH:4][C:3]=1[N:8]1[C:16](=[O:17])[C:15]2[C@@H:14]3[C:18]([CH3:20])([CH3:19])[C@@:11]([CH3:21])([CH2:12][CH2:13]3)[C:10]=2[NH:9]1.Br[CH2:23][CH:24]1[CH2:26][CH2:25]1, predict the reaction product. The product is: [Cl:1][C:2]1[CH:7]=[CH:6][CH:5]=[CH:4][C:3]=1[N:8]1[C:16](=[O:17])[C:15]2[C@@H:14]3[C:18]([CH3:20])([CH3:19])[C@@:11]([CH3:21])([CH2:12][CH2:13]3)[C:10]=2[N:9]1[CH2:23][CH:24]1[CH2:26][CH2:25]1. (4) Given the reactants [CH:1]1([CH2:4][O:5][C:6]2[N:7]([C:16]3[CH:21]=[CH:20][C:19]([O:22][CH2:23][C:24]([F:27])([F:26])[F:25])=[CH:18][CH:17]=3)[C:8](=[O:15])[C:9]3[CH:14]=[CH:13][NH:12][C:10]=3[N:11]=2)[CH2:3][CH2:2]1.BrBr.S([O-])([O-])(=[O:32])=S.[Na+].[Na+], predict the reaction product. The product is: [CH:1]1([CH2:4][O:5][C:6]2[N:7]([C:16]3[CH:21]=[CH:20][C:19]([O:22][CH2:23][C:24]([F:25])([F:26])[F:27])=[CH:18][CH:17]=3)[C:8](=[O:15])[C:9]3[CH2:14][C:13](=[O:32])[NH:12][C:10]=3[N:11]=2)[CH2:3][CH2:2]1. (5) Given the reactants C[O:2][C:3](=[O:41])[CH2:4][C@H:5]1[C:9]2[CH:10]=[CH:11][C:12]([O:14][C@H:15]3[C:23]4[C:18](=[C:19]([O:25][C:26]5[CH:31]=[CH:30][C:29]([C:32]6[CH:37]=[C:36]([CH3:38])[N:35]=[C:34]([CH3:39])[CH:33]=6)=[CH:28][C:27]=5[F:40])[CH:20]=[CH:21][C:22]=4[F:24])[CH2:17][CH2:16]3)=[CH:13][C:8]=2[O:7][CH2:6]1.[OH-].[K+], predict the reaction product. The product is: [CH3:39][C:34]1[CH:33]=[C:32]([C:29]2[CH:30]=[CH:31][C:26]([O:25][C:19]3[CH:20]=[CH:21][C:22]([F:24])=[C:23]4[C:18]=3[CH2:17][CH2:16][C@H:15]4[O:14][C:12]3[CH:11]=[CH:10][C:9]4[C@H:5]([CH2:4][C:3]([OH:41])=[O:2])[CH2:6][O:7][C:8]=4[CH:13]=3)=[C:27]([F:40])[CH:28]=2)[CH:37]=[C:36]([CH3:38])[N:35]=1. (6) Given the reactants [CH2:1]([C:3]1[N:4]([CH2:8][C:9]([C:11]2[CH:12]=[C:13]([C:17]3[CH:21]=[C:20]([CH2:22][CH:23]([CH3:25])[CH3:24])[S:19][C:18]=3[S:26]([NH:29]C(C)(C)C)(=[O:28])=[O:27])[CH:14]=[CH:15][CH:16]=2)=[O:10])[CH:5]=[CH:6][N:7]=1)[CH3:2].C1(OC)C=CC=CC=1.C([O-])([O-])=O.[Na+].[Na+].Cl[C:49]([O:51][CH2:52][CH2:53][CH2:54][CH3:55])=[O:50], predict the reaction product. The product is: [CH2:52]([O:51][C:49]([NH:29][S:26]([C:18]1[S:19][C:20]([CH2:22][CH:23]([CH3:25])[CH3:24])=[CH:21][C:17]=1[C:13]1[CH:14]=[CH:15][CH:16]=[C:11]([C:9](=[O:10])[CH2:8][N:4]2[CH:5]=[CH:6][N:7]=[C:3]2[CH2:1][CH3:2])[CH:12]=1)(=[O:28])=[O:27])=[O:50])[CH2:53][CH2:54][CH3:55].